From a dataset of Experimentally validated miRNA-target interactions with 360,000+ pairs, plus equal number of negative samples. Binary Classification. Given a miRNA mature sequence and a target amino acid sequence, predict their likelihood of interaction. (1) The miRNA is hsa-miR-1260b with sequence AUCCCACCACUGCCACCAU. The protein sequence of the target gene is MASGCKIGPSILNSDLANLGAECLRMLDSGADYLHLDVMDGHFVPNITFGHPVVESLRKQLGQDPFFDMHMMVSKPEQWVKPMAVAGANQYTFHLEATENPGALIKDIRENGMKVGLAIKPGTSVEYLAPWANQIDMALVMTVEPGFGGQKFMEDMMPKVHWLRTQFPSLDIEVDGGVGPDTVHKCAEAGANMIVSGSAIMRSEDPRSVINLLRNVCSEAAQKRSLDR. Result: 1 (interaction). (2) The miRNA is rno-miR-29b-1-5p with sequence UUUCAUAUGGUGGUUUAGAUUU. The protein sequence of the target gene is MNVHRGSDSDRLLRQEASCLVDDTLAVAQEKEANSLASSGPHNLTYPLGPRNEDLSLDYASQPANLQFPHIMPLAEDIKGSCFQSGNKRNHEPFIAPERFGNSSVGFGSNSHSQAPEKVTLLVDGTRFVVNPQIFTAHPDTMLGRMFGPGREYNFTRPNEKGEYEIAEGISATVFRTVLDYYKTGIINCPDGISIPDLRDTCDYLCINFDFNTIRCQDLSALLHELSNDGAHKQFDHYLEELILPIMVGCAKKGERECHIVVLTDEDSVDWDEDHPPPMGEEYSQILYSSKLYRFFKYIE.... Result: 0 (no interaction).